From a dataset of Catalyst prediction with 721,799 reactions and 888 catalyst types from USPTO. Predict which catalyst facilitates the given reaction. (1) Reactant: [CH2:1]([C:3]1[CH:4]=[CH:5][CH:6]=[C:7]2[C:12]=1[N:11]=[C:10]([C:13]1[CH:18]=[CH:17][C:16]([OH:19])=[CH:15][CH:14]=1)[CH:9]=[C:8]2[C:20]1[CH:25]=[CH:24][CH:23]=[CH:22][CH:21]=1)[CH3:2].C([O-])([O-])=O.[K+].[K+].Cl[CH2:33][C:34]([NH2:36])=[O:35]. Product: [CH2:1]([C:3]1[CH:4]=[CH:5][CH:6]=[C:7]2[C:12]=1[N:11]=[C:10]([C:13]1[CH:18]=[CH:17][C:16]([O:19][CH2:33][C:34]([NH2:36])=[O:35])=[CH:15][CH:14]=1)[CH:9]=[C:8]2[C:20]1[CH:25]=[CH:24][CH:23]=[CH:22][CH:21]=1)[CH3:2]. The catalyst class is: 21. (2) Reactant: C(OC([N:8]1[CH:13]2[CH2:14][CH2:15][CH:9]1[CH2:10][C:11]([OH:22])([C:16]1[CH:21]=[CH:20][CH:19]=[CH:18][N:17]=1)[CH2:12]2)=O)(C)(C)C. Product: [N:17]1[CH:18]=[CH:19][CH:20]=[CH:21][C:16]=1[C:11]1([OH:22])[CH2:12][CH:13]2[NH:8][CH:9]([CH2:15][CH2:14]2)[CH2:10]1. The catalyst class is: 137. (3) Reactant: [C:1]1(=[O:22])[N:5]([CH2:6][CH2:7][O:8][CH2:9][C:10](=[O:16])[CH2:11][C:12]([O:14][CH3:15])=[O:13])[C:4](=[O:17])[C:3]2=[CH:18][CH:19]=[CH:20][CH:21]=[C:2]12.[Cl:23][C:24]1[CH:31]=[CH:30][CH:29]=[CH:28][C:25]=1[CH:26]=O.N1CCCCC1.C(O)(=O)C. Product: [Cl:23][C:24]1[CH:31]=[CH:30][CH:29]=[CH:28][C:25]=1[CH:26]=[C:11]([C:10]([CH2:9][O:8][CH2:7][CH2:6][N:5]1[C:4](=[O:17])[C:3]2=[CH:18][CH:19]=[CH:20][CH:21]=[C:2]2[C:1]1=[O:22])=[O:16])[C:12]([O:14][CH3:15])=[O:13]. The catalyst class is: 41. (4) Reactant: [O:1]=[C:2]([CH2:9][CH2:10][CH3:11])[CH2:3][C:4]([O:6][CH2:7][CH3:8])=[O:5].S(Cl)([Cl:15])(=O)=O. Product: [Cl:15][CH:3]([C:2](=[O:1])[CH2:9][CH2:10][CH3:11])[C:4]([O:6][CH2:7][CH3:8])=[O:5]. The catalyst class is: 4. (5) The catalyst class is: 131. Reactant: [OH:1][C:2]1[CH:15]=[CH:14][C:5]([O:6][C:7]([CH3:13])([CH3:12])[C:8]([NH:10][CH3:11])=[O:9])=[CH:4][CH:3]=1.[F:16][C:17]1[CH:18]=[C:19]([CH:22]=[CH:23][CH:24]=1)[CH2:20]Br.C(=O)([O-])[O-].[K+].[K+]. Product: [F:16][C:17]1[CH:18]=[C:19]([CH:22]=[CH:23][CH:24]=1)[CH2:20][O:1][C:2]1[CH:3]=[CH:4][C:5]([O:6][C:7]([CH3:12])([CH3:13])[C:8]([NH:10][CH3:11])=[O:9])=[CH:14][CH:15]=1. (6) Reactant: Br[C:2]1[C:3](=[O:22])[CH2:4][CH2:5][C:6]2([CH2:18][CH2:19][CH2:20][CH3:21])[C:14]=1[C:13]1[C:8](=[C:9]([Cl:17])[C:10]([O:15][CH3:16])=[CH:11][CH:12]=1)[CH2:7]2.[Cu][C:24]#[N:25]. Product: [CH2:18]([C:6]12[CH2:5][CH2:4][C:3](=[O:22])[C:2]([C:24]#[N:25])=[C:14]1[C:13]1[C:8](=[C:9]([Cl:17])[C:10]([O:15][CH3:16])=[CH:11][CH:12]=1)[CH2:7]2)[CH2:19][CH2:20][CH3:21]. The catalyst class is: 60.